This data is from Full USPTO retrosynthesis dataset with 1.9M reactions from patents (1976-2016). The task is: Predict the reactants needed to synthesize the given product. (1) Given the product [Br:1][C:2]1[CH:7]=[N:6][C:5]2=[N:8][C:10]([OH:16])=[C:11]([OH:12])[N:9]=[C:4]2[CH:3]=1, predict the reactants needed to synthesize it. The reactants are: [Br:1][C:2]1[CH:3]=[C:4]([NH2:9])[C:5]([NH2:8])=[N:6][CH:7]=1.[C:10](OCC)(=[O:16])[C:11](OCC)=[O:12]. (2) Given the product [OH:51][CH2:52][C@@H:53]([NH:54][C:18]([C:10]1[CH:9]=[C:8]([C:5]2[CH:6]=[CH:7][C:2]([CH3:1])=[CH:3][CH:4]=2)[CH:13]=[C:12]([S:14]([CH3:17])(=[O:15])=[O:16])[CH:11]=1)=[O:20])[C:55]1[CH:56]=[N:57][C:58]([CH3:61])=[N:59][CH:60]=1, predict the reactants needed to synthesize it. The reactants are: [CH3:1][C:2]1[CH:7]=[CH:6][C:5]([C:8]2[CH:13]=[C:12]([S:14]([CH3:17])(=[O:16])=[O:15])[CH:11]=[C:10]([C:18]([OH:20])=O)[CH:9]=2)=[CH:4][CH:3]=1.Cl.CN(C)CCCN=C=NCC.O.ON1C2C=CC=CC=2N=N1.[Si]([O:51][CH2:52][C@H:53]([C:55]1[CH:56]=[N:57][C:58]([CH3:61])=[N:59][CH:60]=1)[NH2:54])(C(C)(C)C)(C)C.C(N(CC)C(C)C)(C)C. (3) Given the product [Cl:15][CH:4]([CH2:5][C:6]1[CH:11]=[C:10]([Br:12])[C:9]([O:13][CH2:27][C:26]2[CH:29]=[CH:30][CH:31]=[C:24]([Br:23])[CH:25]=2)=[C:8]([Br:14])[CH:7]=1)[C:3]([OH:2])=[O:16], predict the reactants needed to synthesize it. The reactants are: C[O:2][C:3](=[O:16])[CH:4]([Cl:15])[CH2:5][C:6]1[CH:11]=[C:10]([Br:12])[C:9]([OH:13])=[C:8]([Br:14])[CH:7]=1.C(=O)([O-])[O-].[K+].[K+].[Br:23][C:24]1[CH:25]=[C:26]([CH:29]=[CH:30][CH:31]=1)[CH2:27]Br. (4) The reactants are: [N:1]1([C:7]2[N:12]=[C:11]([N:13]3[CH2:18][CH2:17][O:16][CH2:15][CH2:14]3)[N:10]=[C:9]([C:19]3[CH:25]=[CH:24][C:22]([NH2:23])=[CH:21][CH:20]=3)[N:8]=2)[CH2:6][CH2:5][O:4][CH2:3][CH2:2]1.[F:26][C:27]1[CH:32]=[C:31]([F:33])[CH:30]=[CH:29][C:28]=1[N:34]=[C:35]=[O:36]. Given the product [F:26][C:27]1[CH:32]=[C:31]([F:33])[CH:30]=[CH:29][C:28]=1[NH:34][C:35]([NH:23][C:22]1[CH:24]=[CH:25][C:19]([C:9]2[N:8]=[C:7]([N:1]3[CH2:2][CH2:3][O:4][CH2:5][CH2:6]3)[N:12]=[C:11]([N:13]3[CH2:18][CH2:17][O:16][CH2:15][CH2:14]3)[N:10]=2)=[CH:20][CH:21]=1)=[O:36], predict the reactants needed to synthesize it. (5) Given the product [Cl:14][C:15]1[CH:16]=[CH:17][C:18]2[CH2:13][CH2:12][CH2:11][CH2:10][N:21]([C:22]([O:23][C:24]([CH3:25])([CH3:27])[CH3:26])=[O:28])[C:19]=2[N:20]=1, predict the reactants needed to synthesize it. The reactants are: CN(C)CCN(C)C.[Li][CH2:10][CH2:11][CH2:12][CH3:13].[Cl:14][C:15]1[N:20]=[C:19]([NH:21][C:22](=[O:28])[O:23][C:24]([CH3:27])([CH3:26])[CH3:25])[CH:18]=[CH:17][CH:16]=1.ClCCCCI. (6) Given the product [CH3:8][N:9]([CH3:10])[S:24]([C:23]1[C:17]2[O:16][C:15]([C:11]([CH3:13])([CH3:12])[CH3:14])=[N:19][C:18]=2[CH:20]=[CH:21][C:22]=1[Cl:28])(=[O:25])=[O:26], predict the reactants needed to synthesize it. The reactants are: C(N(CC)CC)C.[CH3:8][N-:9][CH3:10].[C:11]([C:15]1[O:16][C:17]2[C:23]([S:24](Cl)(=[O:26])=[O:25])=[C:22]([Cl:28])[CH:21]=[CH:20][C:18]=2[N:19]=1)([CH3:14])([CH3:13])[CH3:12].O.